Regression. Given a peptide amino acid sequence and an MHC pseudo amino acid sequence, predict their binding affinity value. This is MHC class II binding data. From a dataset of Peptide-MHC class II binding affinity with 134,281 pairs from IEDB. The peptide sequence is KDKWIALKESWGAIW. The MHC is DRB1_0701 with pseudo-sequence DRB1_0701. The binding affinity (normalized) is 0.227.